Dataset: Forward reaction prediction with 1.9M reactions from USPTO patents (1976-2016). Task: Predict the product of the given reaction. Given the reactants Cl[CH2:2][CH2:3][CH2:4][CH2:5][C:6]1([CH2:16][CH3:17])[C:14]2[C:9](=[CH:10][CH:11]=[CH:12][CH:13]=2)[NH:8][C:7]1=[O:15].[Cl:18][C:19]1[CH:24]=[CH:23][C:22]([C:25]2[CH2:26][CH2:27][NH:28][CH2:29][CH:30]=2)=[CH:21][CH:20]=1, predict the reaction product. The product is: [Cl:18][C:19]1[CH:24]=[CH:23][C:22]([C:25]2[CH2:30][CH2:29][N:28]([CH2:2][CH2:3][CH2:4][CH2:5][C:6]3([CH2:16][CH3:17])[C:14]4[C:9](=[CH:10][CH:11]=[CH:12][CH:13]=4)[NH:8][C:7]3=[O:15])[CH2:27][CH:26]=2)=[CH:21][CH:20]=1.